This data is from Forward reaction prediction with 1.9M reactions from USPTO patents (1976-2016). The task is: Predict the product of the given reaction. (1) Given the reactants [C:1]([C:3]1[CH:8]=[CH:7][C:6]([CH2:9][CH2:10][C:11]([O:13][CH3:14])=[O:12])=[C:5]([F:15])[CH:4]=1)#[CH:2].Br[C:17]1[CH:22]=[C:21]([Cl:23])[CH:20]=[C:19]([Cl:24])[CH:18]=1, predict the reaction product. The product is: [Cl:23][C:21]1[CH:22]=[C:17]([C:2]#[C:1][C:3]2[CH:8]=[CH:7][C:6]([CH2:9][CH2:10][C:11]([O:13][CH3:14])=[O:12])=[C:5]([F:15])[CH:4]=2)[CH:18]=[C:19]([Cl:24])[CH:20]=1. (2) Given the reactants C(O[C:4]([N:6]=[C:7]=[S:8])=[O:5])C.[N:9]1[CH:14]=[CH:13][CH:12]=[CH:11][C:10]=1[CH2:15][O:16][CH:17]([CH3:28])[CH2:18][NH:19][C:20]1[N:21]=[CH:22][NH:23][C:24]=1C(N)=O.CO, predict the reaction product. The product is: [N:9]1[CH:14]=[CH:13][CH:12]=[CH:11][C:10]=1[CH2:15][O:16][CH:17]([CH3:28])[CH2:18][N:19]1[C:20]2[N:21]=[CH:22][NH:23][C:24]=2[C:4](=[O:5])[NH:6][C:7]1=[S:8]. (3) Given the reactants [S:1]1[CH2:7][C:5](=[O:6])[NH:4][C:2]1=[S:3].[CH:8]1[C:13]([CH:14]=O)=[CH:12][C:11]2[O:16][CH2:17][O:18][C:10]=2[CH:9]=1, predict the reaction product. The product is: [O:18]1[C:10]2[CH:9]=[CH:8][C:13](/[CH:14]=[C:7]3\[C:5](=[O:6])[NH:4][C:2](=[S:3])[S:1]\3)=[CH:12][C:11]=2[O:16][CH2:17]1. (4) Given the reactants [CH3:1][C:2]1[CH:3]=[C:4]([NH:9][S:10]([CH2:13][CH2:14][CH3:15])(=[O:12])=[O:11])[CH:5]=[C:6]([CH3:8])[CH:7]=1.[CH3:16][O:17]C(Cl)Cl, predict the reaction product. The product is: [CH:16]([C:7]1[C:2]([CH3:1])=[CH:3][C:4]([NH:9][S:10]([CH2:13][CH2:14][CH3:15])(=[O:12])=[O:11])=[CH:5][C:6]=1[CH3:8])=[O:17]. (5) Given the reactants CC([CH:5]1[C:11]2[CH:12]=[CH:13][C:14]([C:16](=O)[CH2:17]/[C:18](=[N:20]/[N:21]([C:23](OC(C)(C)C)=O)C)/[CH3:19])=[CH:15][C:10]=2[CH2:9][CH2:8][N:7](C([O-])=O)[CH2:6]1)(C)C.FC(F)(F)C(O)=O, predict the reaction product. The product is: [CH3:23][N:21]1[C:16]([C:14]2[CH:13]=[CH:12][C:11]3[CH2:5][CH2:6][NH:7][CH2:8][CH2:9][C:10]=3[CH:15]=2)=[CH:17][C:18]([CH3:19])=[N:20]1.